The task is: Predict the reaction yield, written as a fraction of the theoretical maximum amount of product (1.0 means a 100% yield; for example, 0.34 means a 34% yield).. This data is from Reaction yield outcomes from USPTO patents with 853,638 reactions. The reactants are [CH3:1][O:2][C:3](=[O:24])[C:4](=[CH:9][C:10]1[CH:15]=[CH:14][C:13]([O:16]CC2C=CC=CC=2)=[CH:12][CH:11]=1)[C:5]([O:7][CH3:8])=[O:6]. The catalyst is CO.[Pd]. The product is [CH3:8][O:7][C:5](=[O:6])[CH:4]([CH2:9][C:10]1[CH:11]=[CH:12][C:13]([OH:16])=[CH:14][CH:15]=1)[C:3]([O:2][CH3:1])=[O:24]. The yield is 0.770.